The task is: Predict the product of the given reaction.. This data is from Forward reaction prediction with 1.9M reactions from USPTO patents (1976-2016). (1) Given the reactants [F:1][C:2]1[CH:7]=[CH:6][CH:5]=[C:4]([F:8])[C:3]=1[OH:9].[Br:10]N1C(=O)CCC1=O, predict the reaction product. The product is: [Br:10][C:6]1[CH:7]=[C:2]([F:1])[C:3]([OH:9])=[C:4]([F:8])[CH:5]=1. (2) Given the reactants [OH:1][C:2]1[N:7]=[CH:6][C:5]([N:8]2[C:12]([CH3:14])([CH3:13])[C:11](=[O:15])[N:10]([C:16]3[CH:23]=[CH:22][C:19]([C:20]#[N:21])=[C:18]([C:24]([F:27])([F:26])[F:25])[CH:17]=3)[C:9]2=[S:28])=[CH:4][CH:3]=1.S([O-])([O-])(=O)=O.[Na+].[Na+].FS([C:40]([F:45])([F:44])C(O)=O)(=O)=O.[Cl-].[Na+], predict the reaction product. The product is: [F:44][CH:40]([F:45])[O:1][C:2]1[N:7]=[CH:6][C:5]([N:8]2[C:12]([CH3:14])([CH3:13])[C:11](=[O:15])[N:10]([C:16]3[CH:23]=[CH:22][C:19]([C:20]#[N:21])=[C:18]([C:24]([F:25])([F:27])[F:26])[CH:17]=3)[C:9]2=[S:28])=[CH:4][CH:3]=1.